From a dataset of Full USPTO retrosynthesis dataset with 1.9M reactions from patents (1976-2016). Predict the reactants needed to synthesize the given product. (1) Given the product [C:12]([O:11][C:9]([N:18]1[C:19]2[CH:25]=[CH:24][CH:23]=[CH:22][C:20]=2[N:21]=[C:17]1[Cl:16])=[O:10])([CH3:13])([CH3:14])[CH3:15], predict the reactants needed to synthesize it. The reactants are: [C:12]([O:11][C:9](O[C:9]([O:11][C:12]([CH3:15])([CH3:14])[CH3:13])=[O:10])=[O:10])([CH3:15])([CH3:14])[CH3:13].[Cl:16][C:17]1[NH:18][C:19]2[CH:25]=[CH:24][CH:23]=[CH:22][C:20]=2[N:21]=1.C(N(CC)CC)C. (2) Given the product [CH2:2]1[C:35]2[C:41](=[CH:40][CH:39]=[C:37]([NH:38][C:2]3[N:7]=[C:6]([C:8]4[C:9]([C:17]5[CH:18]=[C:19]([NH:23][C:24](=[O:33])[C:25]6[CH:30]=[CH:29][CH:28]=[CH:27][CH:26]=6)[CH:20]=[CH:21][CH:22]=5)=[N:10][N:11]5[CH:16]=[CH:15][CH:14]=[CH:13][C:12]=45)[CH:5]=[CH:4][N:3]=3)[CH:36]=2)[CH2:5][CH2:4][NH:3]1, predict the reactants needed to synthesize it. The reactants are: Cl[C:2]1[N:7]=[C:6]([C:8]2[C:9]([C:17]3[CH:18]=[C:19]([NH:23][C:24](=[O:33])[C:25]4[C:30](F)=[CH:29][CH:28]=[CH:27][C:26]=4F)[CH:20]=[CH:21][CH:22]=3)=[N:10][N:11]3[CH:16]=[CH:15][CH:14]=[CH:13][C:12]=23)[CH:5]=[CH:4][N:3]=1.F[C:35]1[CH:36]=[C:37]([CH:39]=[CH:40][C:41]=1N1CCOCC1)[NH2:38]. (3) Given the product [CH2:7]([O:6][P:4]([CH2:9][C:10]1[CH:15]=[CH:14][C:13]([NH:16][C:17]2[N:22]=[C:21]([NH:23][C:24]3[CH:25]=[CH:26][C:27]([C@@H:35]4[CH2:40][CH2:39][C@H:38]([C:41]([OH:43])=[O:42])[CH2:37][CH2:36]4)=[C:28]4[C:32]=3[C:31](=[O:33])[N:30]([CH3:34])[CH2:29]4)[C:20]([C:46]([F:47])([F:49])[F:48])=[CH:19][N:18]=2)=[C:12]([O:50][CH2:51][CH3:52])[CH:11]=1)([O:3][CH2:1][CH3:2])=[O:5])[CH3:8], predict the reactants needed to synthesize it. The reactants are: [CH2:1]([O:3][P:4]([CH2:9][C:10]1[CH:15]=[CH:14][C:13]([NH:16][C:17]2[N:22]=[C:21]([NH:23][C:24]3[CH:25]=[CH:26][C:27]([C@@H:35]4[CH2:40][CH2:39][C@H:38]([C:41]([O:43]CC)=[O:42])[CH2:37][CH2:36]4)=[C:28]4[C:32]=3[C:31](=[O:33])[N:30]([CH3:34])[CH2:29]4)[C:20]([C:46]([F:49])([F:48])[F:47])=[CH:19][N:18]=2)=[C:12]([O:50][CH2:51][CH3:52])[CH:11]=1)([O:6][CH2:7][CH3:8])=[O:5])[CH3:2].C1COCC1.CO.O.[OH-].[Li+].O.